This data is from P-glycoprotein inhibition data for predicting drug efflux from Broccatelli et al.. The task is: Regression/Classification. Given a drug SMILES string, predict its absorption, distribution, metabolism, or excretion properties. Task type varies by dataset: regression for continuous measurements (e.g., permeability, clearance, half-life) or binary classification for categorical outcomes (e.g., BBB penetration, CYP inhibition). Dataset: pgp_broccatelli. (1) The compound is CN(C)c1nc2nc(N3CCNCC3)nc(N(C)C)c2nc1Cl. The result is 0 (non-inhibitor). (2) The compound is COc1ccc2c(c1)c(CC(=O)O)c(C)n2C(=O)c1ccc(Cl)cc1. The result is 0 (non-inhibitor). (3) The compound is CC1(C)O[C@@H]2C[C@@H]3[C@H]4CCC5=CC(=O)CC[C@@]5(C)[C@@]4(F)[C@@H](O)C[C@@]3(C)[C@]2(C(=O)CCl)O1. The result is 0 (non-inhibitor). (4) The drug is O=C(CCc1ccccc1)c1ccccc1OC[C@@H](O)CNCc1ccccc1. The result is 1 (inhibitor).